This data is from Full USPTO retrosynthesis dataset with 1.9M reactions from patents (1976-2016). The task is: Predict the reactants needed to synthesize the given product. The reactants are: C[O:2][C:3]([C:5]1[CH:10]=[CH:9][CH:8]=[CH:7][C:6]=1[NH:11][C:12]1[N:16]([C:17]2[CH:22]=[CH:21][CH:20]=[CH:19][CH:18]=2)[N:15]=[C:14]([CH3:23])[C:13]=1[C:24]1[CH:25]=[C:26]2[C:31](=[C:32]([F:35])[C:33]=1[F:34])[N:30]=[CH:29][CH:28]=[N:27]2)=[O:4].[OH-].[Na+].Cl. Given the product [F:34][C:33]1[C:32]([F:35])=[C:31]2[C:26]([N:27]=[CH:28][CH:29]=[N:30]2)=[CH:25][C:24]=1[C:13]1[C:14]([CH3:23])=[N:15][N:16]([C:17]2[CH:22]=[CH:21][CH:20]=[CH:19][CH:18]=2)[C:12]=1[NH:11][C:6]1[CH:7]=[CH:8][CH:9]=[CH:10][C:5]=1[C:3]([OH:4])=[O:2], predict the reactants needed to synthesize it.